This data is from Forward reaction prediction with 1.9M reactions from USPTO patents (1976-2016). The task is: Predict the product of the given reaction. (1) Given the reactants [N:1]1([C:5]2[C:14]3[C:9](=[CH:10][CH:11]=[C:12]([N+:15]([O-])=O)[CH:13]=3)[N:8]=[C:7]([CH2:18][CH2:19][CH3:20])[CH:6]=2)[CH2:4][CH2:3][CH2:2]1.NN, predict the reaction product. The product is: [N:1]1([C:5]2[C:14]3[C:9](=[CH:10][CH:11]=[C:12]([NH2:15])[CH:13]=3)[N:8]=[C:7]([CH2:18][CH2:19][CH3:20])[CH:6]=2)[CH2:4][CH2:3][CH2:2]1. (2) Given the reactants C[O:2][C:3]([C:5]1[CH:6]=[CH:7][C:8]([C:11]([OH:13])=O)=[N:9][CH:10]=1)=[O:4].[CH3:14][NH:15][CH2:16][CH:17]([CH3:19])[CH3:18], predict the reaction product. The product is: [CH2:16]([N:15]([CH3:14])[C:11]([C:8]1[CH:7]=[CH:6][C:5]([C:3]([OH:2])=[O:4])=[CH:10][N:9]=1)=[O:13])[CH:17]([CH3:19])[CH3:18].